Dataset: Catalyst prediction with 721,799 reactions and 888 catalyst types from USPTO. Task: Predict which catalyst facilitates the given reaction. Reactant: [CH3:1][O:2][C:3]([C:5]1[C:13]([NH:14][C:15]2[CH:20]=[CH:19][C:18]([Br:21])=[CH:17][C:16]=2[Cl:22])=[C:12]([F:23])[C:8]2[N:9]=[CH:10][NH:11][C:7]=2[CH:6]=1)=[O:4].[C:24](=[O:27])([O-])[O-].[K+].[K+]. Product: [CH3:1][O:2][C:3]([C:5]1[C:13]([NH:14][C:15]2[CH:20]=[CH:19][C:18]([Br:21])=[CH:17][C:16]=2[Cl:22])=[C:12]([F:23])[C:8]2[N:9]=[CH:10][N:11]([CH2:7][CH:6]3[CH2:5][CH2:13][CH2:12][CH2:24][O:27]3)[C:7]=2[CH:6]=1)=[O:4]. The catalyst class is: 288.